This data is from NCI-60 drug combinations with 297,098 pairs across 59 cell lines. The task is: Regression. Given two drug SMILES strings and cell line genomic features, predict the synergy score measuring deviation from expected non-interaction effect. (1) Drug 1: C1CCC(C1)C(CC#N)N2C=C(C=N2)C3=C4C=CNC4=NC=N3. Drug 2: CC1=C2C(C(=O)C3(C(CC4C(C3C(C(C2(C)C)(CC1OC(=O)C(C(C5=CC=CC=C5)NC(=O)OC(C)(C)C)O)O)OC(=O)C6=CC=CC=C6)(CO4)OC(=O)C)OC)C)OC. Cell line: SW-620. Synergy scores: CSS=67.1, Synergy_ZIP=30.9, Synergy_Bliss=26.1, Synergy_Loewe=16.3, Synergy_HSA=26.0. (2) Drug 1: C1CN1P(=S)(N2CC2)N3CC3. Drug 2: C(CC(=O)O)C(=O)CN.Cl. Cell line: HS 578T. Synergy scores: CSS=11.1, Synergy_ZIP=-2.83, Synergy_Bliss=-0.337, Synergy_Loewe=-1.73, Synergy_HSA=-0.565. (3) Drug 1: CN1C2=C(C=C(C=C2)N(CCCl)CCCl)N=C1CCCC(=O)O.Cl. Drug 2: C1C(C(OC1N2C=NC(=NC2=O)N)CO)O. Cell line: T-47D. Synergy scores: CSS=-1.39, Synergy_ZIP=2.26, Synergy_Bliss=3.15, Synergy_Loewe=-0.0259, Synergy_HSA=0.255. (4) Drug 2: CN(C(=O)NC(C=O)C(C(C(CO)O)O)O)N=O. Synergy scores: CSS=51.9, Synergy_ZIP=0.253, Synergy_Bliss=-3.40, Synergy_Loewe=-22.5, Synergy_HSA=-2.42. Cell line: UACC-257. Drug 1: CCCS(=O)(=O)NC1=C(C(=C(C=C1)F)C(=O)C2=CNC3=C2C=C(C=N3)C4=CC=C(C=C4)Cl)F. (5) Drug 1: CCC1=CC2CC(C3=C(CN(C2)C1)C4=CC=CC=C4N3)(C5=C(C=C6C(=C5)C78CCN9C7C(C=CC9)(C(C(C8N6C)(C(=O)OC)O)OC(=O)C)CC)OC)C(=O)OC.C(C(C(=O)O)O)(C(=O)O)O. Drug 2: C1=NC2=C(N1)C(=S)N=C(N2)N. Cell line: CAKI-1. Synergy scores: CSS=52.2, Synergy_ZIP=-4.11, Synergy_Bliss=-4.55, Synergy_Loewe=-0.558, Synergy_HSA=0.864. (6) Drug 1: C1=CN(C(=O)N=C1N)C2C(C(C(O2)CO)O)O.Cl. Drug 2: CC1C(C(CC(O1)OC2CC(CC3=C2C(=C4C(=C3O)C(=O)C5=C(C4=O)C(=CC=C5)OC)O)(C(=O)CO)O)N)O.Cl. Cell line: SK-MEL-5. Synergy scores: CSS=54.4, Synergy_ZIP=-5.53, Synergy_Bliss=-1.66, Synergy_Loewe=-0.308, Synergy_HSA=1.96.